From a dataset of Reaction yield outcomes from USPTO patents with 853,638 reactions. Predict the reaction yield, written as a fraction of the theoretical maximum amount of product (1.0 means a 100% yield; for example, 0.34 means a 34% yield). (1) The reactants are [CH2:1]([NH:8][C@@H:9]([C:13]([OH:16])([CH3:15])[CH3:14])[C:10]([OH:12])=[O:11])[C:2]1[CH:7]=[CH:6][CH:5]=[CH:4][CH:3]=1.C(=O)([O-])[O-].[K+].[K+].Cl[CH2:24][C:25](Cl)=[O:26].[OH-].[Na+]. The catalyst is O.O1CCCC1. The product is [CH2:1]([N:8]1[C:25](=[O:26])[CH2:24][O:16][C:13]([CH3:14])([CH3:15])[C@H:9]1[C:10]([OH:12])=[O:11])[C:2]1[CH:7]=[CH:6][CH:5]=[CH:4][CH:3]=1. The yield is 0.690. (2) The yield is 0.980. The reactants are [CH2:1]([N:8]1[C:16]2[C:11](=[CH:12][CH:13]=[CH:14][CH:15]=2)[C:10]([C:18]2[CH:23]=[C:22]([CH3:24])[C:21]([O:25][Si](C(C)(C)C)(C)C)=[C:20]([CH3:33])[CH:19]=2)([OH:17])[C:9]1=[O:34])[C:2]1[CH:7]=[CH:6][CH:5]=[CH:4][CH:3]=1.C(OCC)(=O)C. The catalyst is C1COCC1. The product is [CH2:1]([N:8]1[C:16]2[C:11](=[CH:12][CH:13]=[CH:14][CH:15]=2)[C:10]([OH:17])([C:18]2[CH:23]=[C:22]([CH3:24])[C:21]([OH:25])=[C:20]([CH3:33])[CH:19]=2)[C:9]1=[O:34])[C:2]1[CH:7]=[CH:6][CH:5]=[CH:4][CH:3]=1. (3) The reactants are [NH2:1][C:2]1[CH:14]=[CH:13][C:5]2[C:6](=[O:12])[N:7]([CH3:11])[CH2:8][CH2:9][O:10][C:4]=2[CH:3]=1.Cl[C:16]1[N:21]=[C:20]([NH:22][C:23]2[CH:32]=[CH:31][CH:30]=[CH:29][C:24]=2[C:25]([NH:27][CH3:28])=[O:26])[C:19]([Cl:33])=[CH:18][N:17]=1. No catalyst specified. The product is [Cl:33][C:19]1[C:20]([NH:22][C:23]2[CH:32]=[CH:31][CH:30]=[CH:29][C:24]=2[C:25]([NH:27][CH3:28])=[O:26])=[N:21][C:16]([NH:1][C:2]2[CH:14]=[CH:13][C:5]3[C:6](=[O:12])[N:7]([CH3:11])[CH2:8][CH2:9][O:10][C:4]=3[CH:3]=2)=[N:17][CH:18]=1. The yield is 0.410. (4) The reactants are [F:1][C:2]1[CH:3]=[C:4]([C:12]2[C:13]3[CH2:20][CH2:19][CH:18]([CH2:21][C:22]([NH:24][CH3:25])=[O:23])[C:14]=3[CH:15]=[N:16][CH:17]=2)[CH:5]=[CH:6][C:7]=1[C:8]([F:11])([F:10])[F:9].[CH:26]1(CN)[CH2:28][CH2:27]1. No catalyst specified. The product is [CH:26]1([CH2:25][NH:24][C:22](=[O:23])[CH2:21][CH:18]2[C:14]3[CH:15]=[N:16][CH:17]=[C:12]([C:4]4[CH:5]=[CH:6][C:7]([C:8]([F:11])([F:9])[F:10])=[C:2]([F:1])[CH:3]=4)[C:13]=3[CH2:20][CH2:19]2)[CH2:28][CH2:27]1. The yield is 0.340. (5) The reactants are [Cl:1][C:2]1[N:7]=[C:6]([S:8][CH3:9])[N:5]=[C:4]([NH2:10])[CH:3]=1.Cl[CH2:12][CH:13]=O. The catalyst is O1CCOCC1. The product is [ClH:1].[Cl:1][C:2]1[N:7]=[C:6]([S:8][CH3:9])[N:5]2[CH:12]=[CH:13][N:10]=[C:4]2[CH:3]=1. The yield is 0.710.